From a dataset of Full USPTO retrosynthesis dataset with 1.9M reactions from patents (1976-2016). Predict the reactants needed to synthesize the given product. (1) Given the product [CH2:1]([O:3][C:4](=[O:32])[C:5]1[CH:10]=[CH:9][CH:8]=[C:7]([NH:11][C:12]2[N:17]=[C:16]([C:18]3[C:19]([C:23]4[CH:28]=[CH:27][C:26]([Cl:29])=[C:25]([OH:30])[CH:24]=4)=[N:20][NH:21][CH:22]=3)[CH:15]=[CH:14][N:13]=2)[CH:6]=1)[CH3:2], predict the reactants needed to synthesize it. The reactants are: [CH2:1]([O:3][C:4](=[O:32])[C:5]1[CH:10]=[CH:9][CH:8]=[C:7]([NH:11][C:12]2[N:17]=[C:16]([C:18]3[C:19]([C:23]4[CH:28]=[CH:27][C:26]([Cl:29])=[C:25]([O:30]C)[CH:24]=4)=[N:20][NH:21][CH:22]=3)[CH:15]=[CH:14][N:13]=2)[CH:6]=1)[CH3:2].B(Br)(Br)Br. (2) Given the product [Cl:1][C:2]1[CH:12]=[CH:11][CH:10]=[C:9]([F:13])[C:3]=1[C:4]([NH:6][C:7]([N:22]([C:19]1[CH:20]=[CH:21][C:16]([O:15][CH3:14])=[C:17]([C:31]([O:33][CH3:34])=[O:32])[CH:18]=1)[NH:23][C:24]([O:26][C:27]([CH3:30])([CH3:29])[CH3:28])=[O:25])=[O:8])=[O:5], predict the reactants needed to synthesize it. The reactants are: [Cl:1][C:2]1[CH:12]=[CH:11][CH:10]=[C:9]([F:13])[C:3]=1[C:4]([N:6]=[C:7]=[O:8])=[O:5].[CH3:14][O:15][C:16]1[CH:21]=[CH:20][C:19]([NH:22][NH:23][C:24]([O:26][C:27]([CH3:30])([CH3:29])[CH3:28])=[O:25])=[CH:18][C:17]=1[C:31]([O:33][CH3:34])=[O:32]. (3) Given the product [F:1][C:2]1[CH:25]=[CH:24][C:5]([CH2:6][O:7][CH2:8][C:9]([NH:11][CH2:12][CH2:13][CH2:14][C:15]2[CH:16]=[CH:17][C:18]([CH2:21][CH:22]=[O:23])=[CH:19][CH:20]=2)=[O:10])=[CH:4][CH:3]=1, predict the reactants needed to synthesize it. The reactants are: [F:1][C:2]1[CH:25]=[CH:24][C:5]([CH2:6][O:7][CH2:8][C:9]([NH:11][CH2:12][CH2:13][CH2:14][C:15]2[CH:20]=[CH:19][C:18]([CH2:21][CH2:22][OH:23])=[CH:17][CH:16]=2)=[O:10])=[CH:4][CH:3]=1.CC(OI1(OC(C)=O)(OC(C)=O)OC(=O)C2C=CC=CC1=2)=O. (4) Given the product [Br:1][C:2]1[S:6][C:5]([S:7]([NH:15][C:11]([CH3:14])([CH3:13])[CH3:12])(=[O:9])=[O:8])=[CH:4][CH:3]=1, predict the reactants needed to synthesize it. The reactants are: [Br:1][C:2]1[S:6][C:5]([S:7](Cl)(=[O:9])=[O:8])=[CH:4][CH:3]=1.[C:11]([NH2:15])([CH3:14])([CH3:13])[CH3:12]. (5) Given the product [N:7]1[CH:6]=[CH:5][CH:11]=[CH:19][C:20]=1[CH2:22][O:12][C:10]1[CH:9]=[CH:8][C:6]2[N:7]=[C:3]([C:1]#[N:2])[S:4][C:5]=2[CH:11]=1, predict the reactants needed to synthesize it. The reactants are: [C:1]([C:3]1[S:4][C:5]2[CH:11]=[C:10]([OH:12])[CH:9]=[CH:8][C:6]=2[N:7]=1)#[N:2].C(=O)([O-])[O-].[K+].[K+].[CH3:19][C:20]([CH3:22])=O. (6) Given the product [OH:1][C:2]1([C:9]2[CH:14]=[CH:13][C:12]([OH:15])=[CH:11][CH:10]=2)[CH2:7][CH2:6][CH:5]([N:16]2[CH2:19][CH:18]([NH:20][C:21]([CH2:23][NH:24][C:25](=[O:36])[C:26]3[CH:31]=[CH:30][CH:29]=[C:28]([C:32]([F:35])([F:33])[F:34])[CH:27]=3)=[O:22])[CH2:17]2)[CH2:4][CH2:3]1, predict the reactants needed to synthesize it. The reactants are: [OH:1][C:2]1([C:9]2[CH:14]=[CH:13][C:12]([OH:15])=[CH:11][CH:10]=2)[CH2:7][CH2:6][C:5](=O)[CH2:4][CH2:3]1.[NH:16]1[CH2:19][CH:18]([NH:20][C:21]([CH2:23][NH:24][C:25](=[O:36])[C:26]2[CH:31]=[CH:30][CH:29]=[C:28]([C:32]([F:35])([F:34])[F:33])[CH:27]=2)=[O:22])[CH2:17]1. (7) The reactants are: [F:1][C:2]([F:25])([F:24])[O:3][C:4]1[CH:9]=[CH:8][C:7]([N:10]2[CH:14]=[N:13][C:12]([C:15]3[CH:20]=[CH:19][C:18]([N+:21]([O-])=O)=[CH:17][CH:16]=3)=[N:11]2)=[CH:6][CH:5]=1.C1C(=O)N(Br)C(=O)C1.CSC.[Br-].N1C=NN=N1.C(N(CC)CC)C. Given the product [F:25][C:2]([F:1])([F:24])[O:3][C:4]1[CH:5]=[CH:6][C:7]([N:10]2[CH:14]=[N:13][C:12]([C:15]3[CH:20]=[CH:19][C:18]([NH2:21])=[CH:17][CH:16]=3)=[N:11]2)=[CH:8][CH:9]=1, predict the reactants needed to synthesize it. (8) Given the product [F:8][C:7]1[C:2]([NH:31][C:29]2[S:30][C:26]([CH3:25])=[CH:27][N:28]=2)=[N:3][C:4]([NH:15][C@H:16]([C:18]2[N:23]=[CH:22][C:21]([F:24])=[CH:20][N:19]=2)[CH3:17])=[N:5][C:6]=1[N:9]1[CH2:14][CH2:13][O:12][CH2:11][CH2:10]1, predict the reactants needed to synthesize it. The reactants are: Cl[C:2]1[C:7]([F:8])=[C:6]([N:9]2[CH2:14][CH2:13][O:12][CH2:11][CH2:10]2)[N:5]=[C:4]([NH:15][C@H:16]([C:18]2[N:23]=[CH:22][C:21]([F:24])=[CH:20][N:19]=2)[CH3:17])[N:3]=1.[CH3:25][C:26]1[S:30][C:29]([NH2:31])=[N:28][CH:27]=1.C1C=CC(P(C2C(C3C(P(C4C=CC=CC=4)C4C=CC=CC=4)=CC=C4C=3C=CC=C4)=C3C(C=CC=C3)=CC=2)C2C=CC=CC=2)=CC=1.C([O-])([O-])=O.[Cs+].[Cs+].